Dataset: Peptide-MHC class I binding affinity with 185,985 pairs from IEDB/IMGT. Task: Regression. Given a peptide amino acid sequence and an MHC pseudo amino acid sequence, predict their binding affinity value. This is MHC class I binding data. The peptide sequence is VGSQGENQLY. The MHC is HLA-A02:06 with pseudo-sequence HLA-A02:06. The binding affinity (normalized) is 0.